From a dataset of Reaction yield outcomes from USPTO patents with 853,638 reactions. Predict the reaction yield, written as a fraction of the theoretical maximum amount of product (1.0 means a 100% yield; for example, 0.34 means a 34% yield). (1) The catalyst is CO. The product is [OH:3][CH2:4][CH2:5][O:6][NH:7][C:8]([C:10]1[CH:15]=[CH:14][N:13]2[CH:16]=[N:17][CH:18]=[C:12]2[C:11]=1[NH:19][C:20]1[CH:25]=[CH:24][C:23]([CH:26]2[CH2:29][CH2:28][CH2:27]2)=[CH:22][C:21]=1[F:30])=[O:9]. The yield is 0.110. The reactants are C([O:3][CH2:4][CH2:5][O:6][NH:7][C:8]([C:10]1[CH:15]=[CH:14][N:13]2[CH:16]=[N:17][CH:18]=[C:12]2[C:11]=1[NH:19][C:20]1[CH:25]=[CH:24][C:23]([CH:26]2[CH2:29][CH2:28][CH2:27]2)=[CH:22][C:21]=1[F:30])=[O:9])=C.Cl. (2) The reactants are [F:1][C:2]1[CH:3]=[C:4]2[C:8](=[CH:9][CH:10]=1)[NH:7][C:6](=[O:11])[C:5]2=[C:12]1[C:20]2[C:15](=[CH:16][C:17]([CH2:21][CH2:22][CH2:23]OS(C)(=O)=O)=[CH:18][CH:19]=2)[C:14]([CH3:30])([CH3:29])[O:13]1.[OH:31][CH:32]1[CH2:37][CH2:36][CH2:35][NH:34][CH2:33]1. The catalyst is CN(C=O)C.CCOC(C)=O. The product is [F:1][C:2]1[CH:3]=[C:4]2[C:8](=[CH:9][CH:10]=1)[NH:7][C:6](=[O:11])[C:5]2=[C:12]1[C:20]2[C:15](=[CH:16][C:17]([CH2:21][CH2:22][CH2:23][N:34]3[CH2:35][CH2:36][CH2:37][CH:32]([OH:31])[CH2:33]3)=[CH:18][CH:19]=2)[C:14]([CH3:29])([CH3:30])[O:13]1. The yield is 0.440. (3) The reactants are Br[CH2:2][CH2:3][CH2:4][C:5]([O:7][C:8]([CH3:11])([CH3:10])[CH3:9])=[O:6].[Na+].[I-:13]. The catalyst is CC(C)=O. The product is [I:13][CH2:2][CH2:3][CH2:4][C:5]([O:7][C:8]([CH3:11])([CH3:10])[CH3:9])=[O:6]. The yield is 0.830. (4) The reactants are [NH2:1][C:2]1[CH:3]=[C:4]2[C:9](=[C:10]([Cl:12])[CH:11]=1)[N:8]=[CH:7][C:6]([C:13]#[N:14])=[C:5]2[NH:15][C:16]1[CH:21]=[CH:20][C:19]([F:22])=[C:18]([Cl:23])[CH:17]=1.[CH2:24]([C:26]1[N:27]([C:34]([O:36][C:37]([CH3:40])([CH3:39])[CH3:38])=[O:35])[C:28]([CH3:33])=[C:29]([CH:31]=O)[N:30]=1)[CH3:25].[BH3-]C#N.[Na+]. The catalyst is CCO. The product is [Cl:12][C:10]1[CH:11]=[C:2]([NH:1][CH2:31][C:29]2[N:30]=[C:26]([CH2:24][CH3:25])[N:27]([C:34]([O:36][C:37]([CH3:39])([CH3:38])[CH3:40])=[O:35])[C:28]=2[CH3:33])[CH:3]=[C:4]2[C:9]=1[N:8]=[CH:7][C:6]([C:13]#[N:14])=[C:5]2[NH:15][C:16]1[CH:21]=[CH:20][C:19]([F:22])=[C:18]([Cl:23])[CH:17]=1. The yield is 0.550. (5) The reactants are [NH2:1][C@H:2]([C:5]1[N:14]([C:15]2[CH:20]=[CH:19][CH:18]=[CH:17][CH:16]=2)[C:13](=[O:21])[C:12]2[C:7](=[CH:8][CH:9]=[CH:10][C:11]=2[CH3:22])[N:6]=1)[CH2:3][CH3:4].Cl[C:24]1[N:29]=[CH:28][N:27]=[C:26]([NH2:30])[C:25]=1[C:31]1[O:32][C:33]([CH3:36])=[N:34][N:35]=1.CCN(C(C)C)C(C)C.CCOC(C)=O. The catalyst is CCCCO. The product is [NH2:30][C:26]1[N:27]=[CH:28][N:29]=[C:24]([NH:1][C@H:2]([C:5]2[N:14]([C:15]3[CH:16]=[CH:17][CH:18]=[CH:19][CH:20]=3)[C:13](=[O:21])[C:12]3[C:7](=[CH:8][CH:9]=[CH:10][C:11]=3[CH3:22])[N:6]=2)[CH2:3][CH3:4])[C:25]=1[C:31]1[O:32][C:33]([CH3:36])=[N:34][N:35]=1. The yield is 0.688. (6) The reactants are [C:1]([C:5]1[C:9]([CH2:10][CH2:11][CH2:12][OH:13])=[CH:8][N:7]([C:14]2[CH:19]=[CH:18][C:17]([C:20]([F:23])([F:22])[F:21])=[CH:16][N:15]=2)[N:6]=1)([CH3:4])([CH3:3])[CH3:2].O[C:25]1[C:30]([O:31][CH3:32])=[CH:29][CH:28]=[CH:27][C:26]=1[CH2:33][C:34]([O:36]C)=[O:35].C(P(CCCC)CCCC)CCC.N(C(N1CCCCC1)=O)=NC(N1CCCCC1)=O. The catalyst is O1CCCC1. The product is [C:1]([C:5]1[C:9]([CH2:10][CH2:11][CH2:12][O:13][C:25]2[C:30]([O:31][CH3:32])=[CH:29][CH:28]=[CH:27][C:26]=2[CH2:33][C:34]([OH:36])=[O:35])=[CH:8][N:7]([C:14]2[CH:19]=[CH:18][C:17]([C:20]([F:21])([F:22])[F:23])=[CH:16][N:15]=2)[N:6]=1)([CH3:4])([CH3:2])[CH3:3]. The yield is 0.680. (7) The reactants are [NH2:1][C:2]1[C:3]([C:9]([C:11]2[CH:16]=[CH:15][CH:14]=[C:13]([F:17])[CH:12]=2)=[O:10])=[N:4][CH:5]=[C:6]([Cl:8])[CH:7]=1.[CH:18]([O:21][C:22]1N=[CH:26][C:25]([S:28](Cl)(=[O:30])=[O:29])=[CH:24][CH:23]=1)([CH3:20])[CH3:19].N1C=CC=C[CH:33]=1. The catalyst is ClCCl. The product is [Cl:8][C:6]1[CH:7]=[C:2]([NH:1][S:28]([C:25]2[CH:26]=[CH:33][C:22]([O:21][CH:18]([CH3:20])[CH3:19])=[CH:23][CH:24]=2)(=[O:30])=[O:29])[C:3]([C:9](=[O:10])[C:11]2[CH:16]=[CH:15][CH:14]=[C:13]([F:17])[CH:12]=2)=[N:4][CH:5]=1. The yield is 0.260. (8) The reactants are [F:1][C:2]1[CH:7]=[CH:6][CH:5]=[CH:4][C:3]=1[C:8]1[NH:12][CH:11]=[C:10]([CH:13]=[O:14])[CH:9]=1.[I:15]N1C(=O)CCC1=O.O. The catalyst is CN(C)C=O. The product is [F:1][C:2]1[CH:7]=[CH:6][CH:5]=[CH:4][C:3]=1[C:8]1[NH:12][CH:11]=[C:10]([CH:13]=[O:14])[C:9]=1[I:15]. The yield is 0.140. (9) The reactants are [C:1]1([N:7]2[CH:12]=[CH:11][C:10]([CH2:13][C:14]3[N:15]=[N:16][NH:17][CH:18]=3)=[C:9]([O:19]C)[C:8]2=[S:21])[CH:6]=[CH:5][CH:4]=[CH:3][CH:2]=1.B(Br)(Br)Br.C(Cl)Cl. The yield is 0.670. The product is [C:1]1([N:7]2[CH:12]=[CH:11][C:10]([CH2:13][C:14]3[N:15]=[N:16][NH:17][CH:18]=3)=[C:9]([OH:19])[C:8]2=[S:21])[CH:2]=[CH:3][CH:4]=[CH:5][CH:6]=1. No catalyst specified. (10) The reactants are [C:1]([C:3]1[CH:8]=[C:7]([N+:9]([O-])=O)[CH:6]=[CH:5][C:4]=1[N:12]=[CH:13][N:14]([CH3:16])[CH3:15])#[N:2].C1CCCCC=1. The catalyst is CO.[Pd]. The product is [NH2:9][C:7]1[CH:6]=[CH:5][C:4]([N:12]=[CH:13][N:14]([CH3:15])[CH3:16])=[C:3]([C:1]#[N:2])[CH:8]=1. The yield is 0.900.